Dataset: Reaction yield outcomes from USPTO patents with 853,638 reactions. Task: Predict the reaction yield, written as a fraction of the theoretical maximum amount of product (1.0 means a 100% yield; for example, 0.34 means a 34% yield). (1) The reactants are [C:1]([O:5][C:6]([N:8]1[CH2:12][CH2:11][C:10]([C:16]([C:18]2[S:19][C:20](Cl)=[C:21]([Cl:23])[CH:22]=2)=[O:17])([CH2:13][CH2:14][CH3:15])[CH2:9]1)=[O:7])([CH3:4])([CH3:3])[CH3:2].[CH3:25]B1OB(C)OB(C)O1.C(=O)([O-])[O-].[K+].[K+]. The catalyst is O1CCOCC1.C1C=CC([P]([Pd]([P](C2C=CC=CC=2)(C2C=CC=CC=2)C2C=CC=CC=2)([P](C2C=CC=CC=2)(C2C=CC=CC=2)C2C=CC=CC=2)[P](C2C=CC=CC=2)(C2C=CC=CC=2)C2C=CC=CC=2)(C2C=CC=CC=2)C2C=CC=CC=2)=CC=1. The product is [C:1]([O:5][C:6]([N:8]1[CH2:12][CH2:11][C:10]([C:16]([C:18]2[S:19][C:20]([CH3:25])=[C:21]([Cl:23])[CH:22]=2)=[O:17])([CH2:13][CH2:14][CH3:15])[CH2:9]1)=[O:7])([CH3:3])([CH3:4])[CH3:2]. The yield is 0.870. (2) The reactants are [C:1]1([C:13](Cl)=[O:14])[CH:6]=[C:5](C(Cl)=O)[CH:4]=[C:3]([C:10](Cl)=O)C=1.[C:16]1(N)C=[CH:20][CH:19]=[C:18](N)[CH:17]=1.[S:24](=[O:27])([OH:26])[O-:25].[Na+:28].Cl[O-].[Na+]. The catalyst is CN1CCCC1=O.CN(C)C=O. The yield is 0.990. The product is [S:24]([O-:27])([O:14][CH2:13][CH2:1][CH2:6][CH2:5][CH2:4][CH2:3][CH2:10][CH2:16][CH2:17][CH2:18][CH2:19][CH3:20])(=[O:26])=[O:25].[Na+:28].